Dataset: Catalyst prediction with 721,799 reactions and 888 catalyst types from USPTO. Task: Predict which catalyst facilitates the given reaction. Reactant: [OH-].[Na+].[F:3][CH2:4][C:5]1[O:9][N:8]=[C:7]([C:10]([O:12]CC)=[O:11])[CH:6]=1. Product: [F:3][CH2:4][C:5]1[O:9][N:8]=[C:7]([C:10]([OH:12])=[O:11])[CH:6]=1. The catalyst class is: 8.